From a dataset of Forward reaction prediction with 1.9M reactions from USPTO patents (1976-2016). Predict the product of the given reaction. (1) The product is: [CH:24]([O:1][C:2]1[CH:3]=[CH:4][C:5]([O:6][C:7]2[N:12]=[CH:11][C:10]([O:13][CH2:14][C@@H:15]([NH:17][C:18](=[O:20])[CH3:19])[CH3:16])=[CH:9][CH:8]=2)=[CH:21][CH:22]=1)([CH3:26])[CH3:25]. Given the reactants [OH:1][C:2]1[CH:22]=[CH:21][C:5]([O:6][C:7]2[N:12]=[CH:11][C:10]([O:13][CH2:14][C@@H:15]([NH:17][C:18](=[O:20])[CH3:19])[CH3:16])=[CH:9][CH:8]=2)=[CH:4][CH:3]=1.Br[CH:24]([CH3:26])[CH3:25], predict the reaction product. (2) Given the reactants [Cl:1][C:2]1[CH:3]=[C:4]([CH:18]=[CH:19][C:20]=1[Cl:21])[CH2:5][C:6]1[CH:7]=[N:8][C:9]2[N:10]([N:12]=[CH:13][C:14]=2[C:15]([OH:17])=O)[CH:11]=1.CN(C(ON1N=NC2C=CC=CC1=2)=[N+](C)C)C.[B-](F)(F)(F)F.C(N(CC)CC)C.[CH3:51][S:52][CH2:53][CH2:54][NH2:55], predict the reaction product. The product is: [Cl:1][C:2]1[CH:3]=[C:4]([CH:18]=[CH:19][C:20]=1[Cl:21])[CH2:5][C:6]1[CH:7]=[N:8][C:9]2[N:10]([N:12]=[CH:13][C:14]=2[C:15]([NH:55][CH2:54][CH2:53][S:52][CH3:51])=[O:17])[CH:11]=1. (3) Given the reactants [CH2:1]([O:3][C:4]([C:6]1[S:7][C:8]([S:29][CH3:30])=[C:9]([C:27]#[N:28])[C:10]=1[C:11]1[CH:16]=[CH:15][C:14]([O:17][CH2:18][CH2:19][NH:20]C(=O)C(C)(C)C)=[CH:13][CH:12]=1)=[O:5])[CH3:2].[F:31][C:32]([F:37])([F:36])[C:33]([OH:35])=[O:34], predict the reaction product. The product is: [F:31][C:32]([F:37])([F:36])[C:33]([OH:35])=[O:34].[CH2:1]([O:3][C:4]([C:6]1[S:7][C:8]([S:29][CH3:30])=[C:9]([C:27]#[N:28])[C:10]=1[C:11]1[CH:16]=[CH:15][C:14]([O:17][CH2:18][CH2:19][NH2:20])=[CH:13][CH:12]=1)=[O:5])[CH3:2]. (4) Given the reactants [CH3:1][C:2]1[CH:7]=[C:6]([N+:8]([O-])=O)[CH:5]=[C:4]([CH3:11])[CH:3]=1.[OH-].[Na+], predict the reaction product. The product is: [CH3:1][C:2]1[CH:7]=[C:6]([NH:8][NH:8][C:6]2[CH:5]=[C:4]([CH3:11])[CH:3]=[C:2]([CH3:1])[CH:7]=2)[CH:5]=[C:4]([CH3:11])[CH:3]=1. (5) Given the reactants [OH:1][NH:2][C:3](=[NH:19])[C:4]1[CH:5]=[C:6]([CH2:10][CH2:11][C:12]([O:14][C:15]([CH3:18])([CH3:17])[CH3:16])=[O:13])[CH:7]=[CH:8][CH:9]=1.C(N(CC)CC)C.[Cl:27][C:28]1[CH:29]=[C:30]([CH:34]=[CH:35][C:36]=1[O:37][CH:38]([CH3:40])[CH3:39])[C:31](Cl)=O, predict the reaction product. The product is: [Cl:27][C:28]1[CH:29]=[C:30]([C:31]2[O:1][N:2]=[C:3]([C:4]3[CH:5]=[C:6]([CH2:10][CH2:11][C:12]([O:14][C:15]([CH3:16])([CH3:18])[CH3:17])=[O:13])[CH:7]=[CH:8][CH:9]=3)[N:19]=2)[CH:34]=[CH:35][C:36]=1[O:37][CH:38]([CH3:39])[CH3:40]. (6) Given the reactants [H-].[H-].[H-].[H-].[Li+].[Al+3].N#N.C[O:10][C:11](=O)[C:12]1[CH:17]=[C:16]([O:18][CH2:19][CH2:20][CH2:21][CH2:22][CH2:23][CH2:24][CH2:25][CH2:26][CH2:27][CH2:28][CH3:29])[CH:15]=[C:14]([O:30][CH2:31][CH2:32][CH2:33][CH2:34][CH2:35][CH2:36][CH2:37][CH2:38][CH2:39][CH2:40][CH3:41])[CH:13]=1.O, predict the reaction product. The product is: [CH2:31]([O:30][C:14]1[CH:13]=[C:12]([CH:17]=[C:16]([O:18][CH2:19][CH2:20][CH2:21][CH2:22][CH2:23][CH2:24][CH2:25][CH2:26][CH2:27][CH2:28][CH3:29])[CH:15]=1)[CH2:11][OH:10])[CH2:32][CH2:33][CH2:34][CH2:35][CH2:36][CH2:37][CH2:38][CH2:39][CH2:40][CH3:41]. (7) The product is: [F:27][C:24]1[CH:25]=[CH:26][C:21]([CH:13]([N:14]2[CH2:19][CH2:18][N:17]([CH3:20])[CH2:16][CH2:15]2)[CH2:12][N:9]2[CH2:10][CH2:11][NH:6][CH2:7][CH2:8]2)=[CH:22][CH:23]=1. Given the reactants C(OC([N:6]1[CH2:11][CH2:10][N:9]([CH2:12][CH:13]([C:21]2[CH:26]=[CH:25][C:24]([F:27])=[CH:23][CH:22]=2)[N:14]2[CH2:19][CH2:18][N:17]([CH3:20])[CH2:16][CH2:15]2)[CH2:8][CH2:7]1)=O)C.[OH-].[K+].O, predict the reaction product. (8) Given the reactants [I:1][C:2]1[C:3]([CH3:33])=[C:4]([CH:30]=[CH:31][CH:32]=1)[CH2:5][NH:6][C:7]1[C:12]([N+:13]([O-])=O)=[CH:11][N:10]=[C:9]([NH:16][CH2:17][C@@H:18]2[CH2:22][CH2:21][N:20]([C:23]([O:25][C:26]([CH3:29])([CH3:28])[CH3:27])=[O:24])[CH2:19]2)[N:8]=1, predict the reaction product. The product is: [I:1][C:2]1[C:3]([CH3:33])=[C:4]([CH:30]=[CH:31][CH:32]=1)[CH2:5][NH:6][C:7]1[C:12]([NH2:13])=[CH:11][N:10]=[C:9]([NH:16][CH2:17][C@@H:18]2[CH2:22][CH2:21][N:20]([C:23]([O:25][C:26]([CH3:27])([CH3:28])[CH3:29])=[O:24])[CH2:19]2)[N:8]=1. (9) Given the reactants [OH:1][C:2]1[CH:3]=[C:4]([CH:18]=[C:19]([O:21][C@@H:22]([CH3:26])[CH2:23][O:24][CH3:25])[CH:20]=1)[C:5]([NH:7][C:8]1[N:13]=[CH:12][C:11]([C:14]([O:16][CH3:17])=[O:15])=[CH:10][CH:9]=1)=[O:6].[CH3:27][C@@H:28](O)[CH2:29][C:30]1[O:31][CH:32]=[CH:33][CH:34]=1.C1(P(C2C=CC=CC=2)C2C=CC=CC=2)C=CC=CC=1.N(C(OC(C)C)=O)=NC(OC(C)C)=O, predict the reaction product. The product is: [CH3:27][C@H:28]([O:1][C:2]1[CH:3]=[C:4]([CH:18]=[C:19]([O:21][C@@H:22]([CH3:26])[CH2:23][O:24][CH3:25])[CH:20]=1)[C:5]([NH:7][C:8]1[N:13]=[CH:12][C:11]([C:14]([O:16][CH3:17])=[O:15])=[CH:10][CH:9]=1)=[O:6])[CH2:29][C:30]1[O:31][CH:32]=[CH:33][CH:34]=1.